From a dataset of Full USPTO retrosynthesis dataset with 1.9M reactions from patents (1976-2016). Predict the reactants needed to synthesize the given product. (1) Given the product [CH3:29][C:30]1[CH:35]=[C:34]([CH3:36])[N:33]=[C:32]([N:37]2[CH2:44][CH:43]3[CH:39]([CH2:40][N:41]([C:67]([C:66]4[C:70]([C:74]5[NH:75][N:76]=[CH:77][N:78]=5)=[CH:71][CH:72]=[CH:73][C:65]=4[F:64])=[O:68])[CH2:42]3)[CH2:38]2)[N:31]=1, predict the reactants needed to synthesize it. The reactants are: N1N=C(C2C=CC=CC=2C(N2CC3CN(C(OC(C)(C)C)=O)CC3C2)=O)NC=1.[CH3:29][C:30]1[CH:35]=[C:34]([CH3:36])[N:33]=[C:32]([N:37]2[CH2:44][CH:43]3[CH:39]([CH2:40][NH:41][CH2:42]3)[CH2:38]2)[N:31]=1.CC(O)=O.C(OC(N1CC2C(CNC2)C1)=O)(C)(C)C.[F:64][C:65]1[CH:73]=[CH:72][CH:71]=[C:70]([C:74]2[N:78]=[CH:77][NH:76][N:75]=2)[C:66]=1[C:67](O)=[O:68].N1N=C(C2C=CC=CC=2C(O)=O)NC=1. (2) Given the product [CH3:18][C:3]1[C:4]([C:12]2[CH:17]=[CH:16][CH:15]=[CH:14][N:13]=2)=[N:5][C:6]2[C:11]([C:2]=1[N:33]1[C:27]3[C:28](=[N:29][CH:30]=[C:25]([N:22]4[CH2:23][CH2:24][O:19][CH2:20][CH2:21]4)[CH:26]=3)[C:31]3([CH2:38][CH2:37][O:36][CH2:35][CH2:34]3)[CH2:32]1)=[CH:10][CH:9]=[N:8][CH:7]=2, predict the reactants needed to synthesize it. The reactants are: Cl[C:2]1[C:11]2[C:6](=[CH:7][N:8]=[CH:9][CH:10]=2)[N:5]=[C:4]([C:12]2[CH:17]=[CH:16][CH:15]=[CH:14][N:13]=2)[C:3]=1[CH3:18].[O:19]1[CH2:24][CH2:23][N:22]([C:25]2[CH:26]=[C:27]3[NH:33][CH2:32][C:31]4([CH2:38][CH2:37][O:36][CH2:35][CH2:34]4)[C:28]3=[N:29][CH:30]=2)[CH2:21][CH2:20]1.CC(C)([O-])C.[Na+].